This data is from NCI-60 drug combinations with 297,098 pairs across 59 cell lines. The task is: Regression. Given two drug SMILES strings and cell line genomic features, predict the synergy score measuring deviation from expected non-interaction effect. (1) Drug 1: CCC1(CC2CC(C3=C(CCN(C2)C1)C4=CC=CC=C4N3)(C5=C(C=C6C(=C5)C78CCN9C7C(C=CC9)(C(C(C8N6C=O)(C(=O)OC)O)OC(=O)C)CC)OC)C(=O)OC)O.OS(=O)(=O)O. Drug 2: C1=CC=C(C=C1)NC(=O)CCCCCCC(=O)NO. Cell line: A498. Synergy scores: CSS=13.6, Synergy_ZIP=-3.34, Synergy_Bliss=0.136, Synergy_Loewe=1.27, Synergy_HSA=1.48. (2) Drug 1: CC1OCC2C(O1)C(C(C(O2)OC3C4COC(=O)C4C(C5=CC6=C(C=C35)OCO6)C7=CC(=C(C(=C7)OC)O)OC)O)O. Drug 2: C1CC(C1)(C(=O)O)C(=O)O.[NH2-].[NH2-].[Pt+2]. Cell line: RPMI-8226. Synergy scores: CSS=64.2, Synergy_ZIP=-2.41, Synergy_Bliss=-4.67, Synergy_Loewe=-2.12, Synergy_HSA=1.19. (3) Drug 1: CCCCC(=O)OCC(=O)C1(CC(C2=C(C1)C(=C3C(=C2O)C(=O)C4=C(C3=O)C=CC=C4OC)O)OC5CC(C(C(O5)C)O)NC(=O)C(F)(F)F)O. Drug 2: CC1=C2C(C(=O)C3(C(CC4C(C3C(C(C2(C)C)(CC1OC(=O)C(C(C5=CC=CC=C5)NC(=O)OC(C)(C)C)O)O)OC(=O)C6=CC=CC=C6)(CO4)OC(=O)C)O)C)O. Cell line: HCT116. Synergy scores: CSS=68.1, Synergy_ZIP=33.5, Synergy_Bliss=29.8, Synergy_Loewe=27.6, Synergy_HSA=26.8.